Dataset: Peptide-MHC class I binding affinity with 185,985 pairs from IEDB/IMGT. Task: Regression. Given a peptide amino acid sequence and an MHC pseudo amino acid sequence, predict their binding affinity value. This is MHC class I binding data. The peptide sequence is HHIWQNLL. The MHC is HLA-B44:03 with pseudo-sequence HLA-B44:03. The binding affinity (normalized) is 0.